Dataset: TCR-epitope binding with 47,182 pairs between 192 epitopes and 23,139 TCRs. Task: Binary Classification. Given a T-cell receptor sequence (or CDR3 region) and an epitope sequence, predict whether binding occurs between them. (1) The epitope is RLRPGGKKR. The TCR CDR3 sequence is CASSSLADTQYF. Result: 0 (the TCR does not bind to the epitope). (2) The epitope is PKYVKQNTLKLAT. The TCR CDR3 sequence is CASSSIKGAFF. Result: 1 (the TCR binds to the epitope). (3) The TCR CDR3 sequence is CASSKAAGDYGYTF. Result: 1 (the TCR binds to the epitope). The epitope is AVFDRKSDAK. (4) The TCR CDR3 sequence is CASSPGGTYSYNEQFF. The epitope is SSNVANYQK. Result: 1 (the TCR binds to the epitope).